This data is from Reaction yield outcomes from USPTO patents with 853,638 reactions. The task is: Predict the reaction yield, written as a fraction of the theoretical maximum amount of product (1.0 means a 100% yield; for example, 0.34 means a 34% yield). (1) The reactants are [NH2:1][C:2]1[C:3]([O:13][CH:14]([CH3:16])[CH3:15])=[CH:4][C:5]([Cl:12])=[C:6]([CH:11]=1)[C:7]([O:9][CH3:10])=[O:8].[N:17]([O-])=O.[Na+].[Sn](Cl)Cl. The catalyst is Cl.O. The product is [Cl:12][C:5]1[CH:4]=[C:3]([O:13][CH:14]([CH3:16])[CH3:15])[C:2]([NH:1][NH2:17])=[CH:11][C:6]=1[C:7]([O:9][CH3:10])=[O:8]. The yield is 0.810. (2) The reactants are [F:1][C:2]1[CH:3]=[C:4]([OH:8])[CH:5]=[CH:6][CH:7]=1.[Br:9][CH2:10][CH2:11][CH2:12]Br.C([O-])([O-])=O.[Cs+].[Cs+]. The catalyst is C(#N)C. The product is [F:1][C:2]1[CH:3]=[C:4]([O:8][CH2:12][CH2:11][CH2:10][Br:9])[CH:5]=[CH:6][CH:7]=1. The yield is 0.132. (3) The reactants are C[O:2][C:3]1[CH:8]=[C:7]([N:9]2[CH:13]=[CH:12][CH:11]=[N:10]2)[CH:6]=[CH:5][C:4]=1[C:14]1[S:18][C:17]([N:19]([CH3:30])[CH:20]2[CH2:25][C:24]([CH3:27])([CH3:26])[NH:23][C:22]([CH3:29])([CH3:28])[CH2:21]2)=[N:16][N:15]=1.B(Br)(Br)Br. The catalyst is C(Cl)Cl. The product is [CH3:30][N:19]([CH:20]1[CH2:25][C:24]([CH3:27])([CH3:26])[NH:23][C:22]([CH3:29])([CH3:28])[CH2:21]1)[C:17]1[S:18][C:14]([C:4]2[CH:5]=[CH:6][C:7]([N:9]3[CH:13]=[CH:12][CH:11]=[N:10]3)=[CH:8][C:3]=2[OH:2])=[N:15][N:16]=1. The yield is 0.514. (4) The reactants are C(NC(C)C)(C)C.C([Li])CCC.[O:13]1[CH2:18][CH2:17][CH:16]([C:19]([O:21][CH3:22])=[O:20])[CH2:15][CH2:14]1.Br[CH2:24][C:25]([O:27][C:28]([CH3:31])([CH3:30])[CH3:29])=[O:26]. The catalyst is O1CCCC1.O. The product is [C:28]([O:27][C:25](=[O:26])[CH2:24][C:16]1([C:19]([O:21][CH3:22])=[O:20])[CH2:17][CH2:18][O:13][CH2:14][CH2:15]1)([CH3:31])([CH3:30])[CH3:29]. The yield is 0.560.